This data is from Forward reaction prediction with 1.9M reactions from USPTO patents (1976-2016). The task is: Predict the product of the given reaction. Given the reactants [N+](C1C=CC(CCN)=CC=1)([O-])=O.[CH3:13][O:14][C:15]1[N:20]=[C:19]([NH:21][CH2:22][CH2:23][C:24]2[S:25][CH:26]=[CH:27][CH:28]=2)[CH:18]=[C:17]([C:29]2[CH:34]=[CH:33][CH:32]=[C:31]([O:35][CH3:36])[CH:30]=2)[N:16]=1.[ClH:37], predict the reaction product. The product is: [ClH:37].[CH3:13][O:14][C:15]1[N:20]=[C:19]([NH:21][CH2:22][CH2:23][C:24]2[S:25][CH:26]=[CH:27][CH:28]=2)[CH:18]=[C:17]([C:29]2[CH:34]=[CH:33][CH:32]=[C:31]([O:35][CH3:36])[CH:30]=2)[N:16]=1.